Dataset: Full USPTO retrosynthesis dataset with 1.9M reactions from patents (1976-2016). Task: Predict the reactants needed to synthesize the given product. (1) Given the product [O:26]1[C:25]2[CH:29]=[CH:30][C:22]([C:20]3[N:21]=[C:17]([CH:14]4[CH2:13][CH2:12][NH:11][CH2:16][CH2:15]4)[NH:18][C:19]=3[C:31]3[CH:36]=[CH:35][CH:34]=[C:33]([CH3:37])[N:32]=3)=[CH:23][C:24]=2[O:28][CH2:27]1, predict the reactants needed to synthesize it. The reactants are: C(OC([N:11]1[CH2:16][CH2:15][CH:14]([C:17]2[NH:18][C:19]([C:31]3[CH:36]=[CH:35][CH:34]=[C:33]([CH3:37])[N:32]=3)=[C:20]([C:22]3[CH:30]=[CH:29][C:25]4[O:26][CH2:27][O:28][C:24]=4[CH:23]=3)[N:21]=2)[CH2:13][CH2:12]1)=O)C1C=CC=CC=1. (2) Given the product [F:60][C:28]1[CH:27]=[C:26]([CH:40]2[C:45]3[S:46][C:47]4[CH2:51][C:50]([CH3:53])([CH3:52])[CH2:49][C:48]=4[C:44]=3[CH2:43][CH2:42][NH:41]2)[C:25]([CH2:24][OH:23])=[C:30]([C:2]2[N:3]=[C:4]([NH:10][C:77]3[CH:76]=[C:75]4[C:71](=[CH:72][CH:73]=3)[CH2:70][N:65]([CH3:66])[CH2:74]4)[C:5](=[O:9])[N:6]([CH3:8])[CH:7]=2)[CH:29]=1, predict the reactants needed to synthesize it. The reactants are: Br[C:2]1[N:3]=[C:4]([NH:10]C2C=C3C(=CC=2)CNC3)[C:5](=[O:9])[N:6]([CH3:8])[CH:7]=1.C([O:23][CH2:24][C:25]1[C:30](B2OC(C)(C)C(C)(C)O2)=[CH:29][CH:28]=[CH:27][C:26]=1[CH:40]1[C:45]2[S:46][C:47]3[CH2:51][C:50]([CH3:53])([CH3:52])[CH2:49][C:48]=3[C:44]=2[CH2:43][CH2:42][NH:41]1)(=O)C.C(=O)([O-])[O-].[Na+].[Na+].[F-:60].C([N+:65]([CH2:74][CH2:75][CH2:76][CH3:77])([CH2:70][CH2:71][CH2:72][CH3:73])[CH2:66]CCC)CCC.C1COCC1. (3) The reactants are: [C:1]([Si:5]1([C:13]([CH3:16])([CH3:15])[CH3:14])[O:10][CH2:9][CH:8]([CH2:11]O)[CH2:7][O:6]1)([CH3:4])([CH3:3])[CH3:2].N1C=CC=CC=1.C(Br)(Br)(Br)[Br:24].C1(P(C2C=CC=CC=2)C2C=CC=CC=2)C=CC=CC=1. Given the product [Br:24][CH2:11][CH:8]1[CH2:9][O:10][Si:5]([C:13]([CH3:16])([CH3:15])[CH3:14])([C:1]([CH3:4])([CH3:3])[CH3:2])[O:6][CH2:7]1, predict the reactants needed to synthesize it. (4) Given the product [CH2:1]([N:8]1[CH2:13][CH2:12][O:11][CH2:10][C@H:9]1[C:14]#[N:20])[C:2]1[CH:7]=[CH:6][CH:5]=[CH:4][CH:3]=1, predict the reactants needed to synthesize it. The reactants are: [CH2:1]([N:8]1[CH2:13][CH2:12][O:11][CH2:10][C@H:9]1[CH2:14]Cl)[C:2]1[CH:7]=[CH:6][CH:5]=[CH:4][CH:3]=1.[OH-].[Na+].O.[C-]#[N:20].[K+]. (5) Given the product [OH:24][C@@H:3]1[CH2:4][C:5]2([CH2:11][CH2:10][N:9]([C:12]3[C:21]4[C:16](=[CH:17][CH:18]=[C:19]([O:22][CH3:23])[N:20]=4)[N:15]=[CH:14][CH:13]=3)[CH2:8][CH2:7]2)[CH2:6][C@@H:2]1[NH:1][CH2:43][C:41]1[CH:40]=[CH:39][C:36]2[S:37][CH2:38][C:33](=[O:32])[NH:34][C:35]=2[N:42]=1, predict the reactants needed to synthesize it. The reactants are: [NH2:1][C@H:2]1[CH2:6][C:5]2([CH2:11][CH2:10][N:9]([C:12]3[C:21]4[C:16](=[CH:17][CH:18]=[C:19]([O:22][CH3:23])[N:20]=4)[N:15]=[CH:14][CH:13]=3)[CH2:8][CH2:7]2)[CH2:4][C@H:3]1[OH:24].[O-]S([O-])(=O)=O.[Na+].[Na+].[O:32]=[C:33]1[CH2:38][S:37][C:36]2[CH:39]=[CH:40][C:41]([CH:43]=O)=[N:42][C:35]=2[NH:34]1.[BH-](OC(C)=O)(OC(C)=O)OC(C)=O.[Na+]. (6) Given the product [CH3:36][C:37]([CH3:42])([CH3:41])[CH2:38][CH2:39][NH:40][C:7](=[O:8])[CH2:6][CH2:5][CH:4]([CH:10]1[CH2:15][CH2:14][O:13][CH2:12][CH2:11]1)[C:3]([C:1]#[N:2])=[CH:16][C:17]1[CH:22]=[C:21]([O:23][C:24]2[CH:29]=[CH:28][CH:27]=[CH:26][CH:25]=2)[C:20]([O:30][CH2:31][CH3:32])=[CH:19][C:18]=1[N+:33]([O-:35])=[O:34], predict the reactants needed to synthesize it. The reactants are: [C:1]([C:3](=[CH:16][C:17]1[CH:22]=[C:21]([O:23][C:24]2[CH:29]=[CH:28][CH:27]=[CH:26][CH:25]=2)[C:20]([O:30][CH2:31][CH3:32])=[CH:19][C:18]=1[N+:33]([O-:35])=[O:34])[CH:4]([CH:10]1[CH2:15][CH2:14][O:13][CH2:12][CH2:11]1)[CH2:5][CH2:6][C:7](O)=[O:8])#[N:2].[CH3:36][C:37]([CH3:42])([CH3:41])[CH2:38][CH2:39][NH2:40].CN(C(ON1N=NC2C=CC=CC1=2)=[N+](C)C)C.F[P-](F)(F)(F)(F)F.CCN(C(C)C)C(C)C. (7) Given the product [CH3:11][N:12]([CH2:14][CH:3]1[CH2:4][CH:5]2[CH2:8][CH:1]([CH2:7][CH2:6]2)[C:2]1=[O:9])[CH3:13], predict the reactants needed to synthesize it. The reactants are: [CH:1]12[CH2:8][CH:5]([CH2:6][CH2:7]1)[CH2:4][CH2:3][C:2]2=[O:9].Cl.[CH3:11][NH:12][CH3:13].[CH2:14]=O.Cl.